Predict the product of the given reaction. From a dataset of Forward reaction prediction with 1.9M reactions from USPTO patents (1976-2016). The product is: [Cl:11][C:12]1[CH:13]=[C:14]([NH:15][C:7]2[N:8]=[C:3]([NH:2][CH3:1])[N:4]=[C:5]([Cl:10])[N:6]=2)[CH:16]=[C:17]([Cl:19])[CH:18]=1. Given the reactants [CH3:1][NH:2][C:3]1[N:8]=[C:7](Cl)[N:6]=[C:5]([Cl:10])[N:4]=1.[Cl:11][C:12]1[CH:13]=[C:14]([CH:16]=[C:17]([Cl:19])[CH:18]=1)[NH2:15].C(Cl)Cl.[K+].[Br-], predict the reaction product.